Task: Predict the reaction yield, written as a fraction of the theoretical maximum amount of product (1.0 means a 100% yield; for example, 0.34 means a 34% yield).. Dataset: Reaction yield outcomes from USPTO patents with 853,638 reactions (1) The reactants are [C:1]([C:4]1[C:25]([N+:26]([O-:28])=[O:27])=[CH:24][C:7]([O:8][CH2:9][C:10]2([NH:13][C:14]([O:16][CH2:17][C:18]3[CH:23]=[CH:22][CH:21]=[CH:20][CH:19]=3)=[O:15])[CH2:12][CH2:11]2)=[C:6]([O:29][CH3:30])[CH:5]=1)(=[O:3])[CH3:2].CO[CH:33](OC)[N:34]([CH3:36])[CH3:35]. The catalyst is CN(C=O)C.O. The product is [CH3:33][N:34]([CH3:36])[CH:35]=[CH:2][C:1]([C:4]1[C:25]([N+:26]([O-:28])=[O:27])=[CH:24][C:7]([O:8][CH2:9][C:10]2([NH:13][C:14]([O:16][CH2:17][C:18]3[CH:19]=[CH:20][CH:21]=[CH:22][CH:23]=3)=[O:15])[CH2:12][CH2:11]2)=[C:6]([O:29][CH3:30])[CH:5]=1)=[O:3]. The yield is 0.950. (2) The reactants are [C:12]([O:11][C:9](O[C:9]([O:11][C:12]([CH3:15])([CH3:14])[CH3:13])=[O:10])=[O:10])([CH3:15])([CH3:14])[CH3:13].Cl.[CH3:17][O:18][C:19]([CH2:21][CH2:22][CH2:23][CH2:24][CH2:25][NH:26][CH2:27][CH2:28][CH2:29][CH2:30][CH2:31][C:32]([O:34][CH3:35])=[O:33])=[O:20].C(#N)C. The catalyst is C(N(CC)CC)C. The product is [C:9]([N:26]([CH2:25][CH2:24][CH2:23][CH2:22][CH2:21][C:19]([O:18][CH3:17])=[O:20])[CH2:27][CH2:28][CH2:29][CH2:30][CH2:31][C:32]([O:34][CH3:35])=[O:33])([O:11][C:12]([CH3:13])([CH3:14])[CH3:15])=[O:10]. The yield is 0.970. (3) The reactants are [CH3:1][O:2][C:3]1[N:10]=[C:9]([CH3:11])[CH:8]=[C:7]([CH3:12])[C:4]=1[C:5]#[N:6].[Li+].C[Si]([N-][Si](C)(C)C)(C)C.Br[CH2:24][CH2:25][CH:26]=[CH2:27]. The catalyst is C1COCC1. The product is [CH3:1][O:2][C:3]1[N:10]=[C:9]([CH3:11])[CH:8]=[C:7]([CH2:12][CH2:27][CH2:26][CH:25]=[CH2:24])[C:4]=1[C:5]#[N:6]. The yield is 0.390. (4) The reactants are Br[C:2]1[CH:7]=[CH:6][C:5]([C:8]2[N:17]=[C:16]([NH:18][C:19]3[NH:20][N:21]=[C:22]([CH3:24])[CH:23]=3)[C:15]3[C:10](=[CH:11][CH:12]=[CH:13][CH:14]=3)[N:9]=2)=[CH:4][CH:3]=1.[C:25]1(B(O)O)[CH:30]=[CH:29][CH:28]=[CH:27][CH:26]=1.C([O-])([O-])=O.[Na+].[Na+].C1(P(C2C=CC=CC=2)C2C=CC=CC=2)C=CC=CC=1. The catalyst is C1COCC1.O.C([O-])(=O)C.[Pd+2].C([O-])(=O)C. The product is [C:2]1([C:25]2[CH:30]=[CH:29][CH:28]=[CH:27][CH:26]=2)[CH:7]=[CH:6][C:5]([C:8]2[N:17]=[C:16]([NH:18][C:19]3[NH:20][N:21]=[C:22]([CH3:24])[CH:23]=3)[C:15]3[C:10](=[CH:11][CH:12]=[CH:13][CH:14]=3)[N:9]=2)=[CH:4][CH:3]=1. The yield is 0.510. (5) The reactants are Cl.[CH2:2]([O:9][CH2:10][CH2:11][CH2:12][N:13]1[C:17](=[O:18])[C:16]2([CH2:23][CH2:22][NH:21][CH2:20][CH2:19]2)[N:15]([C:24]2[CH:29]=[CH:28][CH:27]=[CH:26][CH:25]=2)[CH2:14]1)[C:3]1[CH:8]=[CH:7][CH:6]=[CH:5][CH:4]=1.C(OCC)(=O)C. The catalyst is [OH-].[Na+]. The product is [CH2:2]([O:9][CH2:10][CH2:11][CH2:12][N:13]1[C:17](=[O:18])[C:16]2([CH2:19][CH2:20][NH:21][CH2:22][CH2:23]2)[N:15]([C:24]2[CH:29]=[CH:28][CH:27]=[CH:26][CH:25]=2)[CH2:14]1)[C:3]1[CH:8]=[CH:7][CH:6]=[CH:5][CH:4]=1. The yield is 0.930. (6) The reactants are Br[C:2]1[N:7]=[C:6]([NH:8][CH2:9][CH:10]([OH:22])[CH2:11][N:12]2[CH2:21][CH2:20][C:19]3[C:14](=[CH:15][CH:16]=[CH:17][CH:18]=3)[CH2:13]2)[CH:5]=[CH:4][CH:3]=1.O.[CH3:24][N:25]1[C:29]2[CH:30]=[C:31](B3OC(C)(C)C(C)(C)O3)[CH:32]=[CH:33][C:28]=2[N:27]=[CH:26]1.C([O-])([O-])=O.[Cs+].[Cs+]. The catalyst is O1CCOCC1.C1C=CC(P(C2C=CC=CC=2)[C-]2C=CC=C2)=CC=1.C1C=CC(P(C2C=CC=CC=2)[C-]2C=CC=C2)=CC=1.Cl[Pd]Cl.[Fe+2]. The product is [CH2:13]1[C:14]2[C:19](=[CH:18][CH:17]=[CH:16][CH:15]=2)[CH2:20][CH2:21][N:12]1[CH2:11][CH:10]([OH:22])[CH2:9][NH:8][C:6]1[CH:5]=[CH:4][CH:3]=[C:2]([C:31]2[CH:32]=[CH:33][C:28]3[N:27]=[CH:26][N:25]([CH3:24])[C:29]=3[CH:30]=2)[N:7]=1. The yield is 0.0800. (7) The reactants are [C:1](#[N:8])[C:2]1[CH:7]=[CH:6][CH:5]=[N:4][CH:3]=1.[SH:9][CH:10]([CH3:14])[C:11](O)=[O:12].N1C=CC=CC=1. The yield is 0.677. The catalyst is CCO. The product is [CH3:14][C:10]1[S:9][C:1]([C:2]2[CH:3]=[N:4][CH:5]=[CH:6][CH:7]=2)=[N:8][C:11]=1[OH:12].